From a dataset of Forward reaction prediction with 1.9M reactions from USPTO patents (1976-2016). Predict the product of the given reaction. (1) Given the reactants [F:1][C:2]([F:15])([F:14])[C:3]1[NH:4][C:5]2[C:10]([CH:11]=1)=[CH:9][C:8]([CH2:12][NH2:13])=[CH:7][CH:6]=2.Cl[C:17]1[CH:22]=[C:21]([CH2:23][CH3:24])[N:20]=[CH:19][N:18]=1, predict the reaction product. The product is: [CH2:23]([C:21]1[N:20]=[CH:19][N:18]=[C:17]([NH:13][CH2:12][C:8]2[CH:9]=[C:10]3[C:5](=[CH:6][CH:7]=2)[NH:4][C:3]([C:2]([F:1])([F:14])[F:15])=[CH:11]3)[CH:22]=1)[CH3:24]. (2) Given the reactants [C:1]1([C:7](Cl)([C:14]2[CH:19]=[CH:18][CH:17]=[CH:16][CH:15]=2)[C:8]2[CH:13]=[CH:12][CH:11]=[CH:10][CH:9]=2)[CH:6]=[CH:5][CH:4]=[CH:3][CH:2]=1.CN(C1C=CC=CN=1)C.[F:30][C:31]1[CH:36]=[C:35]([F:37])[CH:34]=[CH:33][C:32]=1[C:38]1[CH:42]=[CH:41][NH:40][N:39]=1, predict the reaction product. The product is: [F:30][C:31]1[CH:36]=[C:35]([F:37])[CH:34]=[CH:33][C:32]=1[C:38]1[CH:42]=[CH:41][N:40]([C:7]([C:14]2[CH:19]=[CH:18][CH:17]=[CH:16][CH:15]=2)([C:8]2[CH:13]=[CH:12][CH:11]=[CH:10][CH:9]=2)[C:1]2[CH:6]=[CH:5][CH:4]=[CH:3][CH:2]=2)[N:39]=1. (3) The product is: [I:1][C:2]1[CH:3]=[C:4]([N+:9]([O-:11])=[O:10])[C:5]([Cl:18])=[N:6][CH:7]=1. Given the reactants [I:1][C:2]1[CH:3]=[C:4]([N+:9]([O-:11])=[O:10])[C:5](N)=[N:6][CH:7]=1.N([O-])=O.[Na+].[NH4+].[OH-].[ClH:18], predict the reaction product. (4) Given the reactants [CH2:1]([O:8][C:9]([NH:11][CH:12]([CH:19]1[CH2:24][CH2:23][N:22](C(OC(C)(C)C)=O)[CH2:21][CH2:20]1)[CH2:13][C:14]([O:16][CH2:17][CH3:18])=[O:15])=[O:10])[C:2]1[CH:7]=[CH:6][CH:5]=[CH:4][CH:3]=1.[C:32]([OH:38])([C:34]([F:37])([F:36])[F:35])=[O:33], predict the reaction product. The product is: [CH2:1]([O:8][C:9]([NH:11][CH:12]([CH:19]1[CH2:24][CH2:23][NH:22][CH2:21][CH2:20]1)[CH2:13][C:14]([O:16][CH2:17][CH3:18])=[O:15])=[O:10])[C:2]1[CH:3]=[CH:4][CH:5]=[CH:6][CH:7]=1.[C:32]([OH:38])([C:34]([F:37])([F:36])[F:35])=[O:33]. (5) Given the reactants [N:1]1[C:9]2[C:4](=[N:5][CH:6]=[CH:7][CH:8]=2)[N:3]([C:10]2[CH:15]=[CH:14][C:13]([CH2:16][C:17]([OH:19])=O)=[CH:12][CH:11]=2)[CH:2]=1.[C:20]([C:24]1[CH:25]=[C:26]([NH2:39])[N:27]([C:29]2[CH:34]=[CH:33][CH:32]=[CH:31][C:30]=2[C:35]([F:38])([F:37])[F:36])[N:28]=1)([CH3:23])([CH3:22])[CH3:21], predict the reaction product. The product is: [C:20]([C:24]1[CH:25]=[C:26]([NH:39][C:17](=[O:19])[CH2:16][C:13]2[CH:12]=[CH:11][C:10]([N:3]3[C:4]4=[N:5][CH:6]=[CH:7][CH:8]=[C:9]4[N:1]=[CH:2]3)=[CH:15][CH:14]=2)[N:27]([C:29]2[CH:34]=[CH:33][CH:32]=[CH:31][C:30]=2[C:35]([F:38])([F:36])[F:37])[N:28]=1)([CH3:23])([CH3:21])[CH3:22]. (6) Given the reactants Br[C:2]1[CH:3]=[CH:4][C:5](=[O:11])[N:6]([CH2:8][CH2:9][CH3:10])[CH:7]=1.[B:12]1([B:12]2[O:16][C:15]([CH3:18])([CH3:17])[C:14]([CH3:20])([CH3:19])[O:13]2)[O:16][C:15]([CH3:18])([CH3:17])[C:14]([CH3:20])([CH3:19])[O:13]1.C([O-])(=O)C.[K+].O, predict the reaction product. The product is: [CH2:8]([N:6]1[CH:7]=[C:2]([B:12]2[O:16][C:15]([CH3:18])([CH3:17])[C:14]([CH3:20])([CH3:19])[O:13]2)[CH:3]=[CH:4][C:5]1=[O:11])[CH2:9][CH3:10]. (7) Given the reactants [CH3:1][N:2]([CH3:25])[C:3]1[N:4]=[C:5]([C:20]2[O:21][CH:22]=[CH:23][CH:24]=2)[C:6]2[CH:11]=[CH:10][N:9](COCC[Si](C)(C)C)[C:7]=2[N:8]=1.[F-].O, predict the reaction product. The product is: [CH3:1][N:2]([CH3:25])[C:3]1[NH:8][C:7]2=[N:9][CH:10]=[CH:11][C:6]2=[C:5]([C:20]2[O:21][CH:22]=[CH:23][CH:24]=2)[N:4]=1.